From a dataset of Full USPTO retrosynthesis dataset with 1.9M reactions from patents (1976-2016). Predict the reactants needed to synthesize the given product. (1) Given the product [CH3:12][O:11][C:7]1[C:3]2[C:4](=[O:6])[O:5][C:15](=[O:16])[NH:1][C:2]=2[CH:10]=[CH:9][CH:8]=1, predict the reactants needed to synthesize it. The reactants are: [NH2:1][C:2]1[CH:10]=[CH:9][CH:8]=[C:7]([O:11][CH3:12])[C:3]=1[C:4]([OH:6])=[O:5].[OH-].[Na+].[C:15](Cl)(Cl)=[O:16]. (2) Given the product [Cl:1][C:2]1[CH:3]=[CH:4][C:5]([NH:10][C:26](=[O:31])[C:27]([CH3:30])([CH3:29])[CH3:28])=[C:6]([O:8][CH3:9])[CH:7]=1, predict the reactants needed to synthesize it. The reactants are: [Cl:1][C:2]1[CH:3]=[CH:4][C:5]([N+:10]([O-])=O)=[C:6]([O:8][CH3:9])[CH:7]=1.C([O-])([O-])=O.[Na+].[Na+].C(N(CC)CC)C.[C:26](Cl)(=[O:31])[C:27]([CH3:30])([CH3:29])[CH3:28]. (3) Given the product [CH2:11]=[CH:10][C:9]#[N:12].[CH2:1]=[CH:2][C:3]1[CH:8]=[CH:7][CH:6]=[CH:5][CH:4]=1, predict the reactants needed to synthesize it. The reactants are: [CH2:1]=[CH:2][C:3]1[CH:8]=[CH:7][CH:6]=[CH:5][CH:4]=1.[C:9](#[N:12])[CH:10]=[CH2:11].CC(C(C(C(S)(C)C)(C)C)(C)C)C.C(OOC(=O)C1C=CC=CC=1)(=O)C1C=CC=CC=1.C(OOC(C1C=CC=CC=1)(C)C)(C1C=CC=CC=1)(C)C.C=CN1C(=O)CCC1. (4) Given the product [CH2:37]([O:36][C:35](=[O:39])[NH:1][C:2]1[CH:3]=[CH:4][C:5]2[C:6]3[C:11](=[C:10]([C:19](=[O:20])[NH2:21])[CH:9]=[C:8]([C:22]4[C:23]([CH3:28])=[N:24][O:25][C:26]=4[CH3:27])[CH:7]=3)[N:12]([CH2:15][CH:16]3[CH2:18][CH2:17]3)[C:13]=2[CH:14]=1)[CH3:38], predict the reactants needed to synthesize it. The reactants are: [NH2:1][C:2]1[CH:14]=[C:13]2[C:5]([C:6]3[CH:7]=[C:8]([C:22]4[C:23]([CH3:28])=[N:24][O:25][C:26]=4[CH3:27])[CH:9]=[C:10]([C:19]([NH2:21])=[O:20])[C:11]=3[N:12]2[CH2:15][CH:16]2[CH2:18][CH2:17]2)=[CH:4][CH:3]=1.N1C=CC=CC=1.[C:35](Cl)(=[O:39])[O:36][CH2:37][CH3:38]. (5) Given the product [N:30]([CH:6]([CH3:29])[CH2:7][CH2:8][C@H:9]1[CH2:14][CH2:13][C@H:12]([N:15]2[CH:23]=[C:22]3[C:17]([CH:18]=[C:19]([O:24][CH2:25][CH:26]4[CH2:28][CH2:27]4)[CH:20]=[CH:21]3)=[N:16]2)[CH2:11][CH2:10]1)=[N+:31]=[N-:32], predict the reactants needed to synthesize it. The reactants are: CS(O[CH:6]([CH3:29])[CH2:7][CH2:8][C@H:9]1[CH2:14][CH2:13][C@H:12]([N:15]2[CH:23]=[C:22]3[C:17]([CH:18]=[C:19]([O:24][CH2:25][CH:26]4[CH2:28][CH2:27]4)[CH:20]=[CH:21]3)=[N:16]2)[CH2:11][CH2:10]1)(=O)=O.[N-:30]=[N+:31]=[N-:32].[Na+]. (6) Given the product [CH3:9][O:8][C:5]1[CH:6]=[CH:7][C:2]([C:11]#[C:10][C:12]2[CH:17]=[CH:16][CH:15]=[CH:14][CH:13]=2)=[N:3][CH:4]=1, predict the reactants needed to synthesize it. The reactants are: I[C:2]1[CH:7]=[CH:6][C:5]([O:8][CH3:9])=[CH:4][N:3]=1.[C:10]([C:12]1[CH:17]=[CH:16][CH:15]=[CH:14][CH:13]=1)#[CH:11].C(N(CC)CC)C. (7) Given the product [Br-:17].[Br-:17].[CH3:32][N+:29]([CH3:30])([CH3:31])[CH2:28][CH2:27][CH2:26][CH2:25][CH2:24][N+:23]([CH3:22])([CH2:33][CH2:4][CH2:5][NH:1][C:6]([NH:8][C:9]1[NH:10][C:11]([CH3:16])=[CH:12][C:13](=[O:15])[N:14]=1)=[O:7])[CH2:34][CH2:35][CH2:36][NH:37][C:6]([NH:1][C:42]1[NH:41][C:44]([CH3:45])=[CH:46][C:13](=[O:15])[N:14]=1)=[O:7], predict the reactants needed to synthesize it. The reactants are: [N:1]1([C:6]([NH:8][C:9]2[NH:10][C:11]([CH3:16])=[CH:12][C:13](=[O:15])[N:14]=2)=[O:7])[CH:5]=[CH:4]N=C1.[Br-:17].[Br-].NCC[CH2:22][N+:23]([CH2:34][CH2:35][CH2:36][NH2:37])([CH3:33])[CH2:24][CH2:25][CH2:26][CH2:27][CH2:28][N+:29]([CH3:32])([CH3:31])[CH3:30].C([N:41]([CH:44]([CH3:46])[CH3:45])[CH2:42]C)(C)C. (8) Given the product [BrH:1].[NH2:3][C:4]1[C:9]([CH:10]=[O:11])=[CH:8][C:7]([Br:1])=[CH:6][N:5]=1, predict the reactants needed to synthesize it. The reactants are: [Br:1]Br.[NH2:3][C:4]1[C:9]([CH:10]=[O:11])=[CH:8][CH:7]=[CH:6][N:5]=1.